From a dataset of Catalyst prediction with 721,799 reactions and 888 catalyst types from USPTO. Predict which catalyst facilitates the given reaction. (1) Reactant: [C:1]([O:5][C:6]([NH:8][C@H:9]([CH2:29][C:30]1[CH:35]=[C:34]([F:36])[C:33]([F:37])=[CH:32][C:31]=1[F:38])[CH2:10][C:11]([N:13]1[CH2:18][CH2:17][N:16]2[C:19]([C:25]([F:28])([F:27])[F:26])=[N:20][C:21]([C:22]([OH:24])=O)=[C:15]2[CH2:14]1)=[O:12])=[O:7])([CH3:4])([CH3:3])[CH3:2].[C:39]([O:43][C:44](=[O:52])[NH:45][CH:46]1[CH2:51][CH2:50][CH2:49][NH:48][CH2:47]1)([CH3:42])([CH3:41])[CH3:40].C(N(CC)CC)C.O=C1N(P(Cl)(N2CCOC2=O)=O)CCO1. Product: [C:39]([O:43][C:44](=[O:52])[NH:45][C@@H:46]1[CH2:51][CH2:50][CH2:49][N:48]([C:22]([C:21]2[N:20]=[C:19]([C:25]([F:28])([F:27])[F:26])[N:16]3[CH2:17][CH2:18][N:13]([C:11](=[O:12])[CH2:10][CH:9]([NH:8][C:6]([O:5][C:1]([CH3:4])([CH3:3])[CH3:2])=[O:7])[CH2:29][C:30]4[CH:35]=[C:34]([F:36])[C:33]([F:37])=[CH:32][C:31]=4[F:38])[CH2:14][C:15]=23)=[O:24])[CH2:47]1)([CH3:42])([CH3:40])[CH3:41]. The catalyst class is: 4. (2) Reactant: N(C(OCC)=O)=NC(OCC)=O.C1(P(C2C=CC=CC=2)C2C=CC=CC=2)C=CC=CC=1.[Br:32][C:33]1[CH:34]=[C:35]([C:47]([O:49][CH3:50])=[O:48])[C:36]2[NH:37][C:38]3[CH:39]=[C:40]([OH:46])[CH:41]=[CH:42][C:43]=3[C:44]=2[N:45]=1.[O:51]1[CH2:56][CH2:55][N:54]([CH2:57][CH2:58]O)[CH2:53][CH2:52]1. Product: [Br:32][C:33]1[CH:34]=[C:35]([C:47]([O:49][CH3:50])=[O:48])[C:36]2[NH:37][C:38]3[CH:39]=[C:40]([O:46][CH2:58][CH2:57][N:54]4[CH2:55][CH2:56][O:51][CH2:52][CH2:53]4)[CH:41]=[CH:42][C:43]=3[C:44]=2[N:45]=1. The catalyst class is: 1. (3) Reactant: C1([O:7][C:8](=O)[NH:9][CH2:10][CH:11]2[CH2:16][CH2:15][C:14]([N:23]([CH3:25])[CH3:24])([C:17]3[CH:22]=[CH:21][CH:20]=[CH:19][CH:18]=3)[CH2:13][CH2:12]2)C=CC=CC=1.[Cl:27][C:28]1[CH:29]=[C:30]2[C:34](=[CH:35][CH:36]=1)[NH:33][CH:32]=[C:31]2[C:37]1[CH2:38][CH2:39][NH:40][CH2:41][CH:42]=1. Product: [CH3:24][N:23]([CH3:25])[C:14]1([C:17]2[CH:18]=[CH:19][CH:20]=[CH:21][CH:22]=2)[CH2:15][CH2:16][CH:11]([CH2:10][NH:9][C:8]([N:40]2[CH2:39][CH:38]=[C:37]([C:31]3[C:30]4[C:34](=[CH:35][CH:36]=[C:28]([Cl:27])[CH:29]=4)[NH:33][CH:32]=3)[CH2:42][CH2:41]2)=[O:7])[CH2:12][CH2:13]1. The catalyst class is: 12. (4) Reactant: N1C=CC=CC=1.[CH3:7][O:8][C:9]1[CH:14]=[C:13]([O:15][CH3:16])[CH:12]=[CH:11][C:10]=1B(O)O.[C:20]([C:24]1[CH:28]=[C:27]([C:29]([O:31][CH2:32][CH3:33])=[O:30])[NH:26][N:25]=1)([CH3:23])([CH3:22])[CH3:21].CCOCC.CCCC(C)C. Product: [C:20]([C:24]1[CH:28]=[C:27]([C:29]([O:31][CH2:32][CH3:33])=[O:30])[N:26]([C:10]2[CH:11]=[CH:12][C:13]([O:15][CH3:16])=[CH:14][C:9]=2[O:8][CH3:7])[N:25]=1)([CH3:23])([CH3:21])[CH3:22]. The catalyst class is: 302.